From a dataset of Experimentally validated miRNA-target interactions with 360,000+ pairs, plus equal number of negative samples. Binary Classification. Given a miRNA mature sequence and a target amino acid sequence, predict their likelihood of interaction. The miRNA is hsa-miR-130b-5p with sequence ACUCUUUCCCUGUUGCACUAC. The protein sequence of the target gene is MRAAGVGLVDCHCHLSAPDFDRDLDDVLEKAKKANVVALVAVAEHSGEFEKIMQLSERYNGFVLPCLGVHPVQGLPPEDQRSVTLKDLDVALPIIENYKDRLLAIGEVGLDFSPRFAGTGEQKEEQRQVLIRQIQLAKRLNLPVNVHSRSAGRPTINLLQEQGAEKVLLHAFDGRPSVAMEGVRAGYFFSIPPSIIRSGQKQKLVKQLPLTSICLETDSPALGPEKQVRNEPWNISISAEYIAQVKGISVEEVIEVTTQNALKLFPKLRHLLQK. Result: 0 (no interaction).